Predict the reactants needed to synthesize the given product. From a dataset of Full USPTO retrosynthesis dataset with 1.9M reactions from patents (1976-2016). (1) Given the product [NH2:1][C:4]1[CH:5]=[CH:6][C:7]([C:10]2[C:14]3=[N:15][CH:16]=[CH:17][CH:18]=[C:13]3[NH:12][C:11]=2[C:19]([NH2:21])=[O:20])=[CH:8][CH:9]=1, predict the reactants needed to synthesize it. The reactants are: [N+:1]([C:4]1[CH:9]=[CH:8][C:7]([C:10]2[C:14]3=[N:15][CH:16]=[CH:17][CH:18]=[C:13]3[NH:12][C:11]=2[C:19]([NH2:21])=[O:20])=[CH:6][CH:5]=1)([O-])=O.[H][H]. (2) Given the product [CH3:15][N:14]([CH2:16][CH:17]1[CH2:25][C:24]2[C:19](=[CH:20][CH:21]=[C:22]([O:26][CH3:27])[CH:23]=2)[C:18]1([C:7]1[CH:8]=[N:9][CH:10]=[CH:11][CH:12]=1)[OH:28])[CH3:13], predict the reactants needed to synthesize it. The reactants are: C([Li])CCC.Br[C:7]1[CH:8]=[N:9][CH:10]=[CH:11][CH:12]=1.[CH3:13][N:14]([CH2:16][CH:17]1[CH2:25][C:24]2[C:19](=[CH:20][CH:21]=[C:22]([O:26][CH3:27])[CH:23]=2)[C:18]1=[O:28])[CH3:15].O. (3) The reactants are: [C:1]([C:3]1[CH:4]=[C:5]([NH:9][C:10](=[O:33])[NH:11][C:12]2[CH:17]=[CH:16][C:15]([S:18]([NH:21][CH2:22][C:23]3[CH:28]=[CH:27][C:26]([S:29](=[O:32])(=[O:31])[NH2:30])=[CH:25][CH:24]=3)(=[O:20])=[O:19])=[CH:14][CH:13]=2)[CH:6]=[CH:7][CH:8]=1)#[N:2].[N:34]1([C:40]([O:42][CH3:43])=[O:41])[CH2:39][CH2:38][NH:37][CH2:36][CH2:35]1. Given the product [NH:2]=[C:1]([C:3]1[CH:8]=[CH:7][CH:6]=[C:5]([NH:9][C:10]([NH:11][C:12]2[CH:17]=[CH:16][C:15]([S:18](=[O:20])(=[O:19])[NH:21][CH2:22][C:23]3[CH:28]=[CH:27][C:26]([S:29](=[O:32])(=[O:31])[NH2:30])=[CH:25][CH:24]=3)=[CH:14][CH:13]=2)=[O:33])[CH:4]=1)[N:37]1[CH2:38][CH2:39][N:34]([C:40]([O:42][CH3:43])=[O:41])[CH2:35][CH2:36]1, predict the reactants needed to synthesize it.